From a dataset of Forward reaction prediction with 1.9M reactions from USPTO patents (1976-2016). Predict the product of the given reaction. (1) Given the reactants I[C:2]1[CH:7]=[CH:6][C:5]([S:8]([NH:11][C:12]2[S:13][CH:14]=[CH:15][N:16]=2)(=[O:10])=[O:9])=[CH:4][CH:3]=1.CC1(C)C2C=CC=C(P(C3C=CC=CC=3)C3C=CC=CC=3)C=2OC2C1=CC=CC=2P(C1C=CC=CC=1)C1C=CC=CC=1.[C:59]([N:63]1[C:67]([NH2:68])=[CH:66][C:65]([CH2:69][C:70]2[CH:75]=[CH:74][C:73]([Cl:76])=[CH:72][CH:71]=2)=[N:64]1)([CH3:62])([CH3:61])[CH3:60].CC(C)([O-])C.[Na+], predict the reaction product. The product is: [C:59]([N:63]1[C:67]([NH:68][C:2]2[CH:7]=[CH:6][C:5]([S:8]([NH:11][C:12]3[S:13][CH:14]=[CH:15][N:16]=3)(=[O:10])=[O:9])=[CH:4][CH:3]=2)=[CH:66][C:65]([CH2:69][C:70]2[CH:71]=[CH:72][C:73]([Cl:76])=[CH:74][CH:75]=2)=[N:64]1)([CH3:62])([CH3:60])[CH3:61]. (2) Given the reactants [C:1]1([S:7]([CH2:10][C:11]2[C:16]([C:17]([O:19][CH2:20][CH3:21])=[O:18])=[C:15]([O:22][CH3:23])[C:14]([C:24]3[CH2:28][CH:27](O)[O:26][N:25]=3)=[CH:13][CH:12]=2)(=[O:9])=[O:8])[CH:6]=[CH:5][CH:4]=[CH:3][CH:2]=1, predict the reaction product. The product is: [C:1]1([S:7]([CH2:10][C:11]2[C:16]([C:17]([O:19][CH2:20][CH3:21])=[O:18])=[C:15]([O:22][CH3:23])[C:14]([C:24]3[CH:28]=[CH:27][O:26][N:25]=3)=[CH:13][CH:12]=2)(=[O:9])=[O:8])[CH:6]=[CH:5][CH:4]=[CH:3][CH:2]=1.